From a dataset of Full USPTO retrosynthesis dataset with 1.9M reactions from patents (1976-2016). Predict the reactants needed to synthesize the given product. (1) The reactants are: [CH:1]([N:4]1[CH2:9][CH2:8][N:7]([C:10]2[CH:28]=[CH:27][C:13]3[NH:14][C:15]([C:17]4[CH:22]=[CH:21][C:20]([NH2:23])=[C:19]([N+:24]([O-])=O)[CH:18]=4)=[N:16][C:12]=3[CH:11]=2)[CH2:6][CH2:5]1)([CH3:3])[CH3:2]. Given the product [CH:1]([N:4]1[CH2:9][CH2:8][N:7]([C:10]2[CH:28]=[CH:27][C:13]3[NH:14][C:15]([C:17]4[CH:18]=[C:19]([NH2:24])[C:20]([NH2:23])=[CH:21][CH:22]=4)=[N:16][C:12]=3[CH:11]=2)[CH2:6][CH2:5]1)([CH3:3])[CH3:2], predict the reactants needed to synthesize it. (2) The reactants are: [Br-].N[N:3]1[CH2:7][NH+:6]([CH2:8][C:9]2[CH:14]=[C:13]([C:15]([CH3:19])([C:17]#[N:18])[CH3:16])[CH:12]=[C:11]([C:20]([C:23]#[N:24])([CH3:22])[CH3:21])[CH:10]=2)[N:5]=[CH:4]1.N([O-])=O.[Na+].C1CCCCC1. Given the product [CH3:22][C:20]([C:11]1[CH:10]=[C:9]([CH2:8][N:6]2[N:5]=[CH:4][N:3]=[CH:7]2)[CH:14]=[C:13]([C:15]([C:17]#[N:18])([CH3:16])[CH3:19])[CH:12]=1)([C:23]#[N:24])[CH3:21], predict the reactants needed to synthesize it. (3) Given the product [CH3:24][O:23][CH2:22][CH2:21][O:20][CH2:19][N:8]1[C:5]2=[N:6][CH:7]=[C:2]([N:39]3[CH2:40][CH2:43][O:58][CH2:30][CH2:38]3)[CH:3]=[C:4]2[C:10]([C:11]2[CH:16]=[CH:15][CH:14]=[CH:13][C:12]=2[O:17][CH3:18])=[CH:9]1, predict the reactants needed to synthesize it. The reactants are: Br[C:2]1[CH:3]=[C:4]2[C:10]([C:11]3[CH:16]=[CH:15][CH:14]=[CH:13][C:12]=3[O:17][CH3:18])=[CH:9][N:8]([CH2:19][O:20][CH2:21][CH2:22][O:23][CH3:24])[C:5]2=[N:6][CH:7]=1.[Cl-].C(C1C=CC=C(C(C)C)[C:30]=1[C:38]1NC=[C:40]([C:43]2C(C(C)C)=CC=CC=2C(C)C)[NH+:39]=1)(C)C.CC(C)([O-:58])C.[K+]. (4) The reactants are: [C:1]([C:5]1[C:6]([O:21][CH3:22])=[C:7]([CH:10]=[C:11]([C:13]2[C:14]([O:19][CH3:20])=[N:15][CH:16]=[CH:17][CH:18]=2)[CH:12]=1)[CH:8]=[O:9])([CH3:4])([CH3:3])[CH3:2].C[Si]([N:27]([Si](C)(C)C)[C:28]1[CH:29]=[C:30]([Mg]Cl)[CH:31]=[CH:32][CH:33]=1)(C)C. Given the product [NH2:27][C:28]1[CH:33]=[C:32]([CH:8]([C:7]2[CH:10]=[C:11]([C:13]3[C:14]([O:19][CH3:20])=[N:15][CH:16]=[CH:17][CH:18]=3)[CH:12]=[C:5]([C:1]([CH3:4])([CH3:2])[CH3:3])[C:6]=2[O:21][CH3:22])[OH:9])[CH:31]=[CH:30][CH:29]=1, predict the reactants needed to synthesize it.